The task is: Predict the reactants needed to synthesize the given product.. This data is from Full USPTO retrosynthesis dataset with 1.9M reactions from patents (1976-2016). (1) Given the product [Cl:1][C:2]1[C:10]([CH3:11])=[N:9][C:8]2[N:4]([N:5]=[C:6]3[CH2:14][N:13]([C:15]([C:17]4[CH:22]=[CH:21][C:20]([F:23])=[CH:19][C:18]=4[O:24][C@@H:25]4[CH2:29][CH2:28][N:27]([CH:34]5[CH2:35][CH2:36][O:31][CH2:32][CH2:33]5)[CH2:26]4)=[O:16])[CH2:12][C:7]3=2)[C:3]=1[CH3:30], predict the reactants needed to synthesize it. The reactants are: [Cl:1][C:2]1[C:10]([CH3:11])=[N:9][C:8]2[N:4]([N:5]=[C:6]3[CH2:14][N:13]([C:15]([C:17]4[CH:22]=[CH:21][C:20]([F:23])=[CH:19][C:18]=4[O:24][C@@H:25]4[CH2:29][CH2:28][NH:27][CH2:26]4)=[O:16])[CH2:12][C:7]3=2)[C:3]=1[CH3:30].[O:31]1[CH2:36][CH2:35][C:34](=O)[CH2:33][CH2:32]1.C(O[BH-](OC(=O)C)OC(=O)C)(=O)C.[Na+]. (2) Given the product [C:1]([C:5]1[CH:31]=[CH:30][C:8]2[N:9]=[C:10]([NH:12][C:13]3[C:14]([O:19][C:20]4[CH:25]=[CH:24][CH:23]=[CH:22][C:21]=4[C:26]([CH3:29])([CH3:28])[CH3:27])=[N:15][CH:16]=[CH:17][CH:18]=3)[N:11]([CH3:35])[C:7]=2[CH:6]=1)([CH3:4])([CH3:2])[CH3:3], predict the reactants needed to synthesize it. The reactants are: [C:1]([C:5]1[CH:31]=[CH:30][C:8]2[NH:9][C:10]([NH:12][C:13]3[C:14]([O:19][C:20]4[CH:25]=[CH:24][CH:23]=[CH:22][C:21]=4[C:26]([CH3:29])([CH3:28])[CH3:27])=[N:15][CH:16]=[CH:17][CH:18]=3)=[N:11][C:7]=2[CH:6]=1)([CH3:4])([CH3:3])[CH3:2].[H-].[Na+].I[CH3:35]. (3) The reactants are: [C:1]1([NH:7][C:8]2[CH:13]=[CH:12][CH:11]=[CH:10][CH:9]=2)[CH:6]=[CH:5][CH:4]=[CH:3][CH:2]=1.[CH2:14]([C:18]1([CH2:33][CH2:34][CH2:35][CH3:36])[C:30]2[CH:29]=[C:28]([Br:31])[CH:27]=[CH:26][C:25]=2C2C1=CC(Br)=CC=2)[CH2:15][CH2:16][CH3:17].C[C:38]1[CH:43]=[CH:42][CH:41]=[CH:40][C:39]=1P([C:38]1[CH:43]=[CH:42][CH:41]=[CH:40][C:39]=1C)[C:38]1[CH:43]=[CH:42][CH:41]=[CH:40][C:39]=1C.C1(C)C=CC=CC=1. Given the product [CH2:14]([C:18]1([CH2:33][CH2:34][CH2:35][CH3:36])[C:10]2[CH:9]=[C:8]([N:7]([C:38]3[CH:43]=[CH:42][CH:41]=[CH:40][CH:39]=3)[C:1]3[CH:2]=[CH:3][CH:4]=[CH:5][CH:6]=3)[CH:13]=[CH:12][C:11]=2[C:25]2[C:30]1=[CH:29][C:28]([Br:31])=[CH:27][CH:26]=2)[CH2:15][CH2:16][CH3:17], predict the reactants needed to synthesize it.